This data is from Reaction yield outcomes from USPTO patents with 853,638 reactions. The task is: Predict the reaction yield, written as a fraction of the theoretical maximum amount of product (1.0 means a 100% yield; for example, 0.34 means a 34% yield). (1) The reactants are C1(OC)C=CC=CC=1.COC1C=CC(C[N:16]2[C:20]([C:21]([O:23][CH2:24][CH3:25])=[O:22])=[C:19]([C:26](=[O:40])[C:27]3[CH:32]=[C:31]([O:33][CH3:34])[C:30]([O:35][CH3:36])=[CH:29][C:28]=3[N+:37]([O-:39])=[O:38])[N:18]=[N:17]2)=CC=1.COC1C=CC(CN2C(C(=O)C3C=C(OC)C(OC)=CC=3[N+]([O-])=O)=C(C(OCC)=O)N=N2)=CC=1. The catalyst is FC(F)(F)C(O)=O. The product is [CH3:36][O:35][C:30]1[C:31]([O:33][CH3:34])=[CH:32][C:27]([C:26]([C:19]2[NH:18][N:17]=[N:16][C:20]=2[C:21]([O:23][CH2:24][CH3:25])=[O:22])=[O:40])=[C:28]([N+:37]([O-:39])=[O:38])[CH:29]=1. The yield is 0.950. (2) The reactants are [CH2:1]([O:8][C:9]1[CH:14]=[CH:13][C:12]([CH2:15][C:16]([OH:18])=O)=[C:11]([O:19][CH3:20])[CH:10]=1)[C:2]1[CH:7]=[CH:6][CH:5]=[CH:4][CH:3]=1.[CH3:21][O:22][CH:23]([C:26]1[CH:27]=[C:28]([CH:30]=[CH:31][CH:32]=1)[NH2:29])[O:24][CH3:25]. No catalyst specified. The product is [CH3:21][O:22][CH:23]([C:26]1[CH:27]=[C:28]([NH:29][C:16](=[O:18])[CH2:15][C:12]2[CH:13]=[CH:14][C:9]([O:8][CH2:1][C:2]3[CH:3]=[CH:4][CH:5]=[CH:6][CH:7]=3)=[CH:10][C:11]=2[O:19][CH3:20])[CH:30]=[CH:31][CH:32]=1)[O:24][CH3:25]. The yield is 0.510. (3) The reactants are [NH2:1][C:2]1[C:3]([NH:10][C@@H:11]2[CH2:16][CH2:15][C@H:14]([C:17]([NH:19][CH:20]([CH3:22])[CH3:21])=[O:18])[CH2:13][CH2:12]2)=[CH:4][C:5]([O:8][CH3:9])=[N:6][CH:7]=1.[F:23][C:24]1[CH:34]=[CH:33][C:27]([C:28]([N:30]=[C:31]=S)=[O:29])=[CH:26][CH:25]=1.C(Cl)CCl.CCN(C(C)C)C(C)C. The product is [F:23][C:24]1[CH:25]=[CH:26][C:27]([C:28](/[N:30]=[C:31]2/[N:10]([C@H:11]3[CH2:12][CH2:13][C@@H:14]([C:17](=[O:18])[NH:19][CH:20]([CH3:22])[CH3:21])[CH2:15][CH2:16]3)[C:3]3[CH:4]=[C:5]([O:8][CH3:9])[N:6]=[CH:7][C:2]=3[NH:1]/2)=[O:29])=[CH:33][CH:34]=1. The yield is 0.680. The catalyst is C1COCC1. (4) The reactants are [F:1][C:2]([F:34])([F:33])[C:3]1[CH:28]=[C:27]([C:29]([F:32])([F:31])[F:30])[CH:26]=[CH:25][C:4]=1[CH2:5][O:6][C:7]1[CH:12]=[CH:11][C:10](/[CH:13]=[C:14]2\[NH:15][C:16](=[O:22])[N:17]([CH2:20][CH3:21])[C:18]\2=[NH:19])=[CH:9][C:8]=1[O:23][CH3:24].Cl.[CH3:36]N. The catalyst is C(O)C. The product is [F:34][C:2]([F:1])([F:33])[C:3]1[CH:28]=[C:27]([C:29]([F:31])([F:30])[F:32])[CH:26]=[CH:25][C:4]=1[CH2:5][O:6][C:7]1[CH:12]=[CH:11][C:10](/[CH:13]=[C:14]2\[NH:15][C:16](=[O:22])[N:17]([CH2:20][CH3:21])\[C:18]\2=[N:19]\[CH3:36])=[CH:9][C:8]=1[O:23][CH3:24]. The yield is 0.600.